Dataset: Peptide-MHC class I binding affinity with 185,985 pairs from IEDB/IMGT. Task: Regression. Given a peptide amino acid sequence and an MHC pseudo amino acid sequence, predict their binding affinity value. This is MHC class I binding data. The peptide sequence is LPLKMLNIPSINVH. The MHC is HLA-B46:01 with pseudo-sequence HLA-B46:01. The binding affinity (normalized) is 0.0847.